This data is from Catalyst prediction with 721,799 reactions and 888 catalyst types from USPTO. The task is: Predict which catalyst facilitates the given reaction. Product: [CH3:1][C:2]1([CH3:13])[C:10]2[C:5](=[C:6]([NH2:11])[CH:7]=[CH:8][CH:9]=2)[CH:4]([CH3:12])[CH2:3]1. Reactant: [CH3:1][C:2]1([CH3:13])[C:10]2[C:5](=[C:6]([NH2:11])[CH:7]=[CH:8][CH:9]=2)[C@H:4]([CH3:12])[CH2:3]1.C1CCCCC=1. The catalyst class is: 719.